Dataset: Reaction yield outcomes from USPTO patents with 853,638 reactions. Task: Predict the reaction yield, written as a fraction of the theoretical maximum amount of product (1.0 means a 100% yield; for example, 0.34 means a 34% yield). (1) The reactants are [PH4+].[C:2]1([CH3:8])[CH:7]=[CH:6][CH:5]=[CH:4][CH:3]=1.[C:9](=[O:12])([O-])[O-:10].[K+].[K+].[CH:15](=O)/[CH:16]=C/C. The catalyst is O. The product is [C:9]([O:10][CH2:15][CH3:16])(=[O:12])[CH2:3][CH2:4][CH:5]=[CH:6][CH:7]=[CH:2][CH3:8]. The yield is 0.740. (2) The reactants are [OH-].[K+].[CH3:3][C:4]1[CH:12]=[CH:11][C:7]([C:8]([OH:10])=[O:9])=[CH:6][C:5]=1[C:13]([F:16])([F:15])[F:14].I[CH3:18]. The catalyst is CS(C)=O. The product is [CH3:18][O:9][C:8](=[O:10])[C:7]1[CH:11]=[CH:12][C:4]([CH3:3])=[C:5]([C:13]([F:14])([F:15])[F:16])[CH:6]=1. The yield is 1.00.